Dataset: NCI-60 drug combinations with 297,098 pairs across 59 cell lines. Task: Regression. Given two drug SMILES strings and cell line genomic features, predict the synergy score measuring deviation from expected non-interaction effect. Drug 1: CCC1=C2CN3C(=CC4=C(C3=O)COC(=O)C4(CC)O)C2=NC5=C1C=C(C=C5)O. Drug 2: CCC1(CC2CC(C3=C(CCN(C2)C1)C4=CC=CC=C4N3)(C5=C(C=C6C(=C5)C78CCN9C7C(C=CC9)(C(C(C8N6C)(C(=O)OC)O)OC(=O)C)CC)OC)C(=O)OC)O.OS(=O)(=O)O. Cell line: UO-31. Synergy scores: CSS=21.5, Synergy_ZIP=-4.12, Synergy_Bliss=-0.305, Synergy_Loewe=-17.4, Synergy_HSA=-0.107.